This data is from Forward reaction prediction with 1.9M reactions from USPTO patents (1976-2016). The task is: Predict the product of the given reaction. (1) Given the reactants [NH:1]1[CH2:6][CH2:5][CH:4]([C:7]2[CH:12]=[CH:11][C:10]([NH:13][C:14]([C:16]3[N:17]=[C:18]([C:25]4[CH:30]=[CH:29][CH:28]=[CH:27][CH:26]=4)[O:19][C:20]=3[C:21]([F:24])([F:23])[F:22])=[O:15])=[CH:9][CH:8]=2)[CH2:3][CH2:2]1.[C:31]([O:35][C:36](=[O:44])[C:37]1[CH:42]=[CH:41][C:40](Br)=[CH:39][CH:38]=1)([CH3:34])([CH3:33])[CH3:32].CC(C)([O-])C.[Na+].C(C1C=C(C(C)C)C=C(C(C)C)C=1C1C=CC=CC=1P(C1CCCCC1)C1CCCCC1)(C)C, predict the reaction product. The product is: [C:31]([O:35][C:36](=[O:44])[C:37]1[CH:42]=[CH:41][C:40]([N:1]2[CH2:6][CH2:5][CH:4]([C:7]3[CH:8]=[CH:9][C:10]([NH:13][C:14]([C:16]4[N:17]=[C:18]([C:25]5[CH:30]=[CH:29][CH:28]=[CH:27][CH:26]=5)[O:19][C:20]=4[C:21]([F:22])([F:23])[F:24])=[O:15])=[CH:11][CH:12]=3)[CH2:3][CH2:2]2)=[CH:39][CH:38]=1)([CH3:34])([CH3:32])[CH3:33]. (2) Given the reactants [C:1]1([NH:5][C:6](=[O:17])[C:7]2[CH:12]=[CH:11][CH:10]=[CH:9][C:8]=2[C:13]([F:16])([F:15])[F:14])[CH2:4][CH2:3][CH:2]=1.C([O-])([O-])=O.[Na+].[Na+].[Br:24]N1C(=O)CCC1=O, predict the reaction product. The product is: [Br:24][C:2]1[CH2:3][CH2:4][C:1]=1[NH:5][C:6](=[O:17])[C:7]1[CH:12]=[CH:11][CH:10]=[CH:9][C:8]=1[C:13]([F:15])([F:16])[F:14].